Dataset: Peptide-MHC class II binding affinity with 134,281 pairs from IEDB. Task: Regression. Given a peptide amino acid sequence and an MHC pseudo amino acid sequence, predict their binding affinity value. This is MHC class II binding data. (1) The peptide sequence is MHVSFVMAYPEMLAA. The MHC is HLA-DPA10103-DPB10301 with pseudo-sequence HLA-DPA10103-DPB10301. The binding affinity (normalized) is 0.444. (2) The peptide sequence is PVVHFFKNIVTPRTPPY. The MHC is HLA-DPA10201-DPB11401 with pseudo-sequence HLA-DPA10201-DPB11401. The binding affinity (normalized) is 0.198. (3) The peptide sequence is GDGFIDFNEFISFCN. The MHC is DRB1_0701 with pseudo-sequence DRB1_0701. The binding affinity (normalized) is 0.409. (4) The peptide sequence is LASVAMCRTPFSLAE. The binding affinity (normalized) is 0.544. The MHC is HLA-DQA10201-DQB10303 with pseudo-sequence HLA-DQA10201-DQB10303. (5) The peptide sequence is AVIRGKKGAGGITIK. The MHC is DRB3_0101 with pseudo-sequence DRB3_0101. The binding affinity (normalized) is 0.0655.